From a dataset of CYP2C9 inhibition data for predicting drug metabolism from PubChem BioAssay. Regression/Classification. Given a drug SMILES string, predict its absorption, distribution, metabolism, or excretion properties. Task type varies by dataset: regression for continuous measurements (e.g., permeability, clearance, half-life) or binary classification for categorical outcomes (e.g., BBB penetration, CYP inhibition). Dataset: cyp2c9_veith. (1) The drug is Cc1ccc(O)c(C(=O)c2cc(C#N)c(=O)n(-c3c(C)n(C)n(-c4ccccc4)c3=O)c2)c1. The result is 1 (inhibitor). (2) The compound is COc1ccc2c(c1)c(CC(=O)OCC(=O)O)c(C)n2C(=O)c1ccc(Cl)cc1. The result is 0 (non-inhibitor). (3) The drug is CC(C)CN1CCCC2(CCN(C(=O)c3csnn3)CC2)C1. The result is 0 (non-inhibitor). (4) The molecule is CC(=O)NCCC(=O)Nc1sc2c(c1-c1nc3ccccc3[nH]1)CCCC2. The result is 1 (inhibitor). (5) The drug is COC(=O)c1cc(=O)n(C2CC2)c(=NC2CC2)s1. The result is 0 (non-inhibitor). (6) The compound is NC(=O)CCCC1=NS(=O)(=O)c2ccccc2N1. The result is 0 (non-inhibitor). (7) The molecule is COc1ccc(/C=N/NC(=O)C2CCN(c3ncc(C(F)(F)F)cc3Cl)CC2)cc1. The result is 0 (non-inhibitor). (8) The molecule is O=c1[nH][nH]c(C(F)(F)F)c1C=Nc1ccccc1. The result is 0 (non-inhibitor). (9) The result is 0 (non-inhibitor). The drug is O=[As](O)(O)c1ccc2nc3cc([As](=O)(O)O)ccc3nc2c1. (10) The drug is CC(C)CO/N=C1/C[C@@H](O)[C@@H](O)[C@@H]2[C@@H]3C(=O)N(Cc4ccc5c(c4)OCO5)C(=O)[C@H]3CC[C@@H]12. The result is 0 (non-inhibitor).